This data is from Peptide-MHC class II binding affinity with 134,281 pairs from IEDB. The task is: Regression. Given a peptide amino acid sequence and an MHC pseudo amino acid sequence, predict their binding affinity value. This is MHC class II binding data. (1) The peptide sequence is EGHHLASAAILGHDG. The MHC is HLA-DQA10102-DQB10602 with pseudo-sequence HLA-DQA10102-DQB10602. The binding affinity (normalized) is 0.621. (2) The peptide sequence is IGRNPNRDGDSYYYS. The MHC is HLA-DQA10201-DQB10303 with pseudo-sequence HLA-DQA10201-DQB10303. The binding affinity (normalized) is 0.278. (3) The peptide sequence is LISERFINYAISCIC. The MHC is DRB1_0101 with pseudo-sequence DRB1_0101. The binding affinity (normalized) is 0.768. (4) The peptide sequence is QLQQFQKEDAALTIY. The MHC is DRB1_0101 with pseudo-sequence DRB1_0101. The binding affinity (normalized) is 0.589. (5) The peptide sequence is AAVELARALVRAVAE. The MHC is DRB1_0405 with pseudo-sequence DRB1_0405. The binding affinity (normalized) is 0.336. (6) The binding affinity (normalized) is 0.119. The MHC is DRB1_1501 with pseudo-sequence DRB1_1501. The peptide sequence is PTKWDNSFLEI. (7) The binding affinity (normalized) is 0.360. The MHC is DRB1_0101 with pseudo-sequence DRB1_0101. The peptide sequence is NFEQKYIEDFKKLEQ. (8) The peptide sequence is GRLLRGHDQSAYDG. The MHC is DRB3_0101 with pseudo-sequence DRB3_0101. The binding affinity (normalized) is 0.0136. (9) The peptide sequence is NLNIKLNMPLYIAGN. The MHC is HLA-DPA10201-DPB11401 with pseudo-sequence HLA-DPA10201-DPB11401. The binding affinity (normalized) is 0.421. (10) The peptide sequence is DPFLLNTNTDVKDWL. The MHC is DRB1_0101 with pseudo-sequence DRB1_0101. The binding affinity (normalized) is 0.660.